Dataset: Reaction yield outcomes from USPTO patents with 853,638 reactions. Task: Predict the reaction yield, written as a fraction of the theoretical maximum amount of product (1.0 means a 100% yield; for example, 0.34 means a 34% yield). (1) The reactants are C(=S)(O[CH2:4][CH2:5][P:6]([CH2:11][CH2:12][OH:13])([CH2:8][CH2:9][OH:10])=[O:7])C.[OH-].[Na+].Cl.[N:18]1[CH:23]=[CH:22][CH:21]=[CH:20][C:19]=1[S:24][S:25]C1C=CC=CN=1. The catalyst is CO.O. The product is [OH:13][CH2:12][CH2:11][P:6](=[O:7])([CH2:8][CH2:9][OH:10])[CH2:5][CH2:4][S:25][S:24][C:19]1[CH:20]=[CH:21][CH:22]=[CH:23][N:18]=1. The yield is 0.790. (2) The reactants are [Br:1][C:2]1[CH:7]=[C:6]([N+:8]([O-:10])=[O:9])[CH:5]=[C:4]([N+:11]([O-:13])=[O:12])[C:3]=1Br.[S-:15][C:16]#[N:17].[K+]. The catalyst is CO. The product is [Br:1][C:2]1[CH:7]=[C:6]([N+:8]([O-:10])=[O:9])[CH:5]=[C:4]([N+:11]([O-:13])=[O:12])[C:3]=1[S:15][C:16]#[N:17]. The yield is 0.810.